This data is from Full USPTO retrosynthesis dataset with 1.9M reactions from patents (1976-2016). The task is: Predict the reactants needed to synthesize the given product. (1) Given the product [NH2:5][CH2:9][CH:10]([NH:18][C:19](=[O:20])[C:21]1[CH:26]=[CH:25][C:24]([C:27]2[N:31]([CH3:32])[N:30]=[CH:29][C:28]=2[Cl:33])=[C:23]([F:34])[CH:22]=1)[CH2:11][C:12]1[CH:13]=[CH:14][CH:15]=[CH:16][CH:17]=1, predict the reactants needed to synthesize it. The reactants are: CC([N:5]([CH2:9][CH:10]([NH:18][C:19]([C:21]1[CH:26]=[CH:25][C:24]([C:27]2[N:31]([CH3:32])[N:30]=[CH:29][C:28]=2[Cl:33])=[C:23]([F:34])[CH:22]=1)=[O:20])[CH2:11][C:12]1[CH:17]=[CH:16][CH:15]=[CH:14][CH:13]=1)C(=O)[O-])(C)C. (2) Given the product [Cl:1][C:2]1[CH:10]=[C:9]([N:11]2[CH2:16][CH2:15][O:14][CH2:13][S:12]2(=[O:18])=[O:17])[CH:8]=[CH:7][C:3]=1[C:4]([NH:24][C:23]1[CH:25]=[CH:26][C:20]([Cl:19])=[C:21]([C:27]2[C:36]3[C:31](=[CH:32][CH:33]=[CH:34][CH:35]=3)[CH:30]=[CH:29][N:28]=2)[CH:22]=1)=[O:6], predict the reactants needed to synthesize it. The reactants are: [Cl:1][C:2]1[CH:10]=[C:9]([N:11]2[CH2:16][CH2:15][O:14][CH2:13][S:12]2(=[O:18])=[O:17])[CH:8]=[CH:7][C:3]=1[C:4]([OH:6])=O.[Cl:19][C:20]1[CH:26]=[CH:25][C:23]([NH2:24])=[CH:22][C:21]=1[C:27]1[C:36]2[C:31](=[CH:32][CH:33]=[CH:34][CH:35]=2)[CH:30]=[CH:29][N:28]=1.CN(C(ON1N=NC2C=CC=NC1=2)=[N+](C)C)C.F[P-](F)(F)(F)(F)F.CCN(C(C)C)C(C)C. (3) Given the product [C:1]([C:5]1[CH:6]=[C:7]([CH:8]=[CH:9][CH:10]=1)[O:11][CH2:16][CH:13]([CH3:12])[CH2:14][O:15][C:19]1[CH:24]=[CH:23][C:22]([CH:25]([C:31]#[C:32][CH3:33])[CH2:26][C:27]([OH:29])=[O:28])=[CH:21][CH:20]=1)([CH3:4])([CH3:2])[CH3:3], predict the reactants needed to synthesize it. The reactants are: [C:1]([C:5]1[CH:6]=[C:7]([OH:11])[CH:8]=[CH:9][CH:10]=1)([CH3:4])([CH3:3])[CH3:2].[CH3:12][CH:13]([CH2:16]O)[CH2:14][OH:15].O[C:19]1[CH:24]=[CH:23][C:22]([CH:25]([C:31]#[C:32][CH3:33])[CH2:26][C:27]([O:29]C)=[O:28])=[CH:21][CH:20]=1. (4) Given the product [CH3:18][O:19][C:20]([NH:22][C:4]1[CH:3]=[C:17]2[C:7]([NH:8][CH:9]=[C:10]2[CH2:11][C@@H:12]([C:14]([OH:16])=[O:15])[NH2:13])=[CH:6][CH:5]=1)=[O:21], predict the reactants needed to synthesize it. The reactants are: OC[C:3]1[CH:4]=[CH:5][CH:6]=[C:7]2[C:17]=1[C:10]([CH2:11][C@@H:12]([C:14]([OH:16])=[O:15])[NH2:13])=[CH:9][NH:8]2.[CH3:18][O:19][C:20]([NH:22]C1C=C2C(=CC=1)NC=C2)=[O:21].N1C2C(=CC=CC=2)C=C1. (5) Given the product [NH2:43][C:9]1[C:8]2[N:23]=[C:5]([CH2:4][O:3][CH2:1][CH3:2])[N:6]([CH2:24][CH2:25][CH2:26][O:27][CH:28]([CH3:29])[CH3:30])[C:7]=2[C:16]2[CH:15]=[CH:14][C:13]([N:17]3[CH2:21][CH2:20][CH2:19][C:18]3=[O:22])=[CH:12][C:11]=2[N:10]=1, predict the reactants needed to synthesize it. The reactants are: [CH2:1]([O:3][CH2:4][C:5]1[N:6]([CH2:24][CH2:25][CH2:26][O:27][CH:28]([CH3:30])[CH3:29])[C:7]2[C:16]3[CH:15]=[CH:14][C:13]([N:17]4[CH2:21][CH2:20][CH2:19][C:18]4=[O:22])=[CH:12][C:11]=3[N:10]=[CH:9][C:8]=2[N:23]=1)[CH3:2].ClC1C=C(C=CC=1)C(OO)=O.[OH-].[NH4+:43].C1(S(Cl)(=O)=O)C=CC=CC=1.